Dataset: Forward reaction prediction with 1.9M reactions from USPTO patents (1976-2016). Task: Predict the product of the given reaction. Given the reactants [NH:1]1[C:9]2[C:4](=[N:5][CH:6]=[CH:7][CH:8]=2)[N:3]=[C:2]1[CH2:10][CH:11]1[CH2:16][CH2:15][CH:14]([C:17]([OH:19])=O)[CH2:13][CH2:12]1.C(Cl)CCl.C1C=NC2N(O)N=NC=2C=1.[F:34][C:35]1[CH:42]=[CH:41][CH:40]=[CH:39][C:36]=1[CH2:37][NH2:38], predict the reaction product. The product is: [F:34][C:35]1[CH:42]=[CH:41][CH:40]=[CH:39][C:36]=1[CH2:37][NH:38][C:17]([C@H:14]1[CH2:13][CH2:12][C@@H:11]([CH2:10][C:2]2[NH:1][C:9]3[C:4]([N:3]=2)=[N:5][CH:6]=[CH:7][CH:8]=3)[CH2:16][CH2:15]1)=[O:19].